From a dataset of Full USPTO retrosynthesis dataset with 1.9M reactions from patents (1976-2016). Predict the reactants needed to synthesize the given product. (1) Given the product [CH3:8][C:9]1[CH:29]=[C:28]([C:30]2[C:34]([CH3:35])=[C:33]([O:37][CH2:38][CH2:39][CH3:40])[N:32]([CH3:41])[N:31]=2)[CH:27]=[CH:26][C:10]=1[O:11][CH2:12][C:13]1[CH:18]=[CH:17][CH:16]=[CH:15][C:14]=1[N:19]1[C:23](=[O:24])[N:22]([CH3:25])[N:21]=[N:20]1, predict the reactants needed to synthesize it. The reactants are: C([SiH](CC)CC)C.[CH3:8][C:9]1[CH:29]=[C:28]([C:30]2[C:34]([CH:35]=O)=[C:33]([O:37][CH2:38][CH2:39][CH3:40])[N:32]([CH3:41])[N:31]=2)[CH:27]=[CH:26][C:10]=1[O:11][CH2:12][C:13]1[CH:18]=[CH:17][CH:16]=[CH:15][C:14]=1[N:19]1[C:23](=[O:24])[N:22]([CH3:25])[N:21]=[N:20]1. (2) Given the product [S:1]1[C:5]2[CH:6]=[CH:7][CH:8]=[CH:9][C:4]=2[C:3]([N:10]2[CH2:15][CH2:14][N:13]([CH2:16][CH2:17][CH2:18][C:19]3[CH:24]=[CH:23][CH:22]=[CH:21][C:20]=3[NH:25][C:35]([NH:34][C:28]3[C:27]([CH3:26])=[CH:32][CH:31]=[CH:30][C:29]=3[CH3:33])=[O:36])[CH2:12][CH2:11]2)=[N:2]1, predict the reactants needed to synthesize it. The reactants are: [S:1]1[C:5]2[CH:6]=[CH:7][CH:8]=[CH:9][C:4]=2[C:3]([N:10]2[CH2:15][CH2:14][N:13]([CH2:16][CH2:17][CH2:18][C:19]3[CH:24]=[CH:23][CH:22]=[CH:21][C:20]=3[NH2:25])[CH2:12][CH2:11]2)=[N:2]1.[CH3:26][C:27]1[CH:32]=[CH:31][CH:30]=[C:29]([CH3:33])[C:28]=1[N:34]=[C:35]=[O:36]. (3) Given the product [CH:19]([S:21][C:2]1[CH:11]=[C:10]2[C:5]([CH:6]=[C:7]([NH:12][C:13]([CH:15]3[CH2:17][CH2:16]3)=[O:14])[N:8]=[CH:9]2)=[CH:4][CH:3]=1)([CH3:20])[CH3:18], predict the reactants needed to synthesize it. The reactants are: Br[C:2]1[CH:11]=[C:10]2[C:5]([CH:6]=[C:7]([NH:12][C:13]([CH:15]3[CH2:17][CH2:16]3)=[O:14])[N:8]=[CH:9]2)=[CH:4][CH:3]=1.[CH3:18][CH:19]([SH:21])[CH3:20].CC(C)([O-])C.[Na+]. (4) Given the product [CH3:12][C:10]([CH2:6][CH:7]([CH3:9])[CH3:8])=[C:2]1[CH:1]=[CH:5][CH:4]=[CH:3]1, predict the reactants needed to synthesize it. The reactants are: [CH:1]1[CH2:5][CH:4]=[CH:3][CH:2]=1.[CH2:6]([C:10]([CH3:12])=O)[CH:7]([CH3:9])[CH3:8].N1CCCC1. (5) Given the product [N+:31]([C:34]1[CH:35]=[N:36][C:37]2[C:42]([C:43]=1[Cl:47])=[CH:41][CH:40]=[CH:39][CH:38]=2)([O-:33])=[O:32], predict the reactants needed to synthesize it. The reactants are: [C@@H]1(N2C3N=CN=C(N)C=3N=C2)O[C@H](CO)[C@@H](O)[C@H]1O.N1C(=O)C2NC=NC=2NC1=O.[N+:31]([C:34]1[CH:35]=[N:36][C:37]2[C:42]([C:43]=1O)=[CH:41][CH:40]=[CH:39][CH:38]=2)([O-:33])=[O:32].P(Cl)(Cl)([Cl:47])=O.